This data is from Catalyst prediction with 721,799 reactions and 888 catalyst types from USPTO. The task is: Predict which catalyst facilitates the given reaction. (1) Reactant: [Br:1]N1C(=O)CCC1=O.[N:9]1([C:13]2[N:17]3[CH:18]=[CH:19][N:20]=[C:21]([Cl:22])[C:16]3=[CH:15][N:14]=2)[CH2:12][CH2:11][CH2:10]1. The catalyst class is: 3. Product: [N:9]1([C:13]2[N:17]3[CH:18]=[CH:19][N:20]=[C:21]([Cl:22])[C:16]3=[C:15]([Br:1])[N:14]=2)[CH2:12][CH2:11][CH2:10]1. (2) Reactant: Br[C:2]1[N:6]([S:7]([C:10]2[CH:11]=[N:12][CH:13]=[CH:14][CH:15]=2)(=[O:9])=[O:8])[CH:5]=[C:4]([CH2:16][N:17]([CH3:25])[C:18](=[O:24])[O:19][C:20]([CH3:23])([CH3:22])[CH3:21])[CH:3]=1.[F:26][CH:27]([F:44])[O:28][C:29]1[CH:34]=[CH:33][C:32](B2OC(C)(C)C(C)(C)O2)=[CH:31][CH:30]=1.C(=O)([O-])[O-].[Na+].[Na+]. Product: [F:26][CH:27]([F:44])[O:28][C:29]1[CH:34]=[CH:33][C:32]([C:2]2[N:6]([S:7]([C:10]3[CH:11]=[N:12][CH:13]=[CH:14][CH:15]=3)(=[O:9])=[O:8])[CH:5]=[C:4]([CH2:16][N:17]([CH3:25])[C:18](=[O:24])[O:19][C:20]([CH3:23])([CH3:22])[CH3:21])[CH:3]=2)=[CH:31][CH:30]=1. The catalyst class is: 437.